From a dataset of Reaction yield outcomes from USPTO patents with 853,638 reactions. Predict the reaction yield, written as a fraction of the theoretical maximum amount of product (1.0 means a 100% yield; for example, 0.34 means a 34% yield). (1) The reactants are Br[C:2]1[CH:7]=[C:6]([S:8]([CH3:11])(=[O:10])=[O:9])[CH:5]=[CH:4][C:3]=1[O:12][CH2:13][CH:14]1[CH2:16][CH2:15]1.[CH3:17][N:18]1[CH:27]=[C:26](B2OC(C)(C)C(C)(C)O2)[C:25]2[C:20](=[CH:21][CH:22]=[C:23]([C:37]3[CH:38]=[N:39][N:40]([CH3:42])[CH:41]=3)[CH:24]=2)[C:19]1=[O:43].C([O-])(O)=O.[Na+]. The catalyst is O1CCOCC1.O.C1C=CC(P(C2C=CC=CC=2)[C-]2C=CC=C2)=CC=1.C1C=CC(P(C2C=CC=CC=2)[C-]2C=CC=C2)=CC=1.Cl[Pd]Cl.[Fe+2]. The product is [CH:14]1([CH2:13][O:12][C:3]2[CH:4]=[CH:5][C:6]([S:8]([CH3:11])(=[O:10])=[O:9])=[CH:7][C:2]=2[C:26]2[C:25]3[C:20](=[CH:21][CH:22]=[C:23]([C:37]4[CH:38]=[N:39][N:40]([CH3:42])[CH:41]=4)[CH:24]=3)[C:19](=[O:43])[N:18]([CH3:17])[CH:27]=2)[CH2:16][CH2:15]1. The yield is 0.280. (2) The yield is 0.460. The reactants are [NH2:1][C:2]1[CH:7]=[CH:6][CH:5]=[CH:4][C:3]=1[C:8]1[NH:9][C:10]2[C:15]([CH:16]=1)=[CH:14][CH:13]=[CH:12][CH:11]=2.[C:17](O)(=[O:25])[C:18]1[C:19](=[CH:21][CH:22]=[CH:23][CH:24]=1)[OH:20]. No catalyst specified. The product is [OH:20][C:19]1[CH:21]=[CH:22][CH:23]=[CH:24][C:18]=1[C:17]([NH:1][C:2]1[CH:7]=[CH:6][CH:5]=[CH:4][C:3]=1[C:8]1[NH:9][C:10]2[C:15]([CH:16]=1)=[CH:14][CH:13]=[CH:12][CH:11]=2)=[O:25]. (3) The reactants are [CH2:1]([N:3]([CH2:10][CH2:11][CH3:12])[S:4]([N:7]=[C:8]=[S:9])(=[O:6])=[O:5])[CH3:2].[Cl:13][C:14]1[CH:19]=[CH:18][C:17]([C:20]2[CH:24]([C:25]3[CH:30]=[CH:29][CH:28]=[CH:27][CH:26]=3)[CH2:23][NH:22][N:21]=2)=[CH:16][CH:15]=1. The catalyst is ClCCl. The product is [Cl:13][C:14]1[CH:15]=[CH:16][C:17]([C:20]2[CH:24]([C:25]3[CH:26]=[CH:27][CH:28]=[CH:29][CH:30]=3)[CH2:23][N:22]([C:8](=[S:9])[NH:7][S:4]([N:3]([CH2:1][CH3:2])[CH2:10][CH2:11][CH3:12])(=[O:6])=[O:5])[N:21]=2)=[CH:18][CH:19]=1. The yield is 0.560.